This data is from Forward reaction prediction with 1.9M reactions from USPTO patents (1976-2016). The task is: Predict the product of the given reaction. (1) Given the reactants [CH3:1][C:2]1[C:3]([CH2:14][S:15]([C:17]2[NH:18][C:19]3[C:25]([S:26]([C:29]4[CH:30]=[C:31]([CH:47]=[CH:48][CH:49]=4)[C:32]([O:34]CCS(C4C=CC(C)=CC=4)(=O)=O)=[O:33])(=[O:28])=[O:27])=[CH:24][CH:23]=[CH:22][C:20]=3[N:21]=2)=[O:16])=[N:4][CH:5]=[CH:6][C:7]=1[O:8][CH2:9][C:10]([F:13])([F:12])[F:11].C(O)(C)C.O.C(=O)(O)[O-].[Na+:59], predict the reaction product. The product is: [Na+:59].[CH3:1][C:2]1[C:3]([CH2:14][S:15]([C:17]2[NH:18][C:19]3[C:25]([S:26]([C:29]4[CH:30]=[C:31]([CH:47]=[CH:48][CH:49]=4)[C:32]([O-:34])=[O:33])(=[O:27])=[O:28])=[CH:24][CH:23]=[CH:22][C:20]=3[N:21]=2)=[O:16])=[N:4][CH:5]=[CH:6][C:7]=1[O:8][CH2:9][C:10]([F:13])([F:12])[F:11]. (2) Given the reactants Cl[CH2:2][C:3]1[C:4]([C:16]2[CH:21]=[CH:20][C:19]([O:22][CH2:23][O:24][CH3:25])=[CH:18][C:17]=2[O:26][CH3:27])=[CH:5][CH:6]=[C:7]2[C:12]=1[NH:11][C:10](=[O:13])[C:9]([CH3:15])([CH3:14])[NH:8]2.[CH3:28][C:29]1[S:33][C:32]([C:34]([OH:36])=[O:35])=[CH:31][CH:30]=1.C(=O)([O-])[O-].[K+].[K+], predict the reaction product. The product is: [CH3:27][O:26][C:17]1[CH:18]=[C:19]([O:22][CH2:23][O:24][CH3:25])[CH:20]=[CH:21][C:16]=1[C:4]1[C:3]([CH2:2][O:36][C:34]([C:32]2[S:33][C:29]([CH3:28])=[CH:30][CH:31]=2)=[O:35])=[C:12]2[C:7]([NH:8][C:9]([CH3:15])([CH3:14])[C:10](=[O:13])[NH:11]2)=[CH:6][CH:5]=1. (3) Given the reactants [Cl:1][C:2]1[CH:3]=[C:4]([CH:7]=[C:8]([Cl:27])[C:9]=1[O:10][C:11]1[CH:16]=[CH:15][C:14]([O:17]C)=[C:13]([CH2:19][C:20]2[CH:25]=[CH:24][C:23]([F:26])=[CH:22][CH:21]=2)[CH:12]=1)[CH2:5]O.B(Br)(Br)[Br:29], predict the reaction product. The product is: [Cl:1][C:2]1[CH:3]=[C:4]([CH:7]=[C:8]([Cl:27])[C:9]=1[O:10][C:11]1[CH:16]=[CH:15][C:14]([OH:17])=[C:13]([CH2:19][C:20]2[CH:25]=[CH:24][C:23]([F:26])=[CH:22][CH:21]=2)[CH:12]=1)[CH2:5][Br:29]. (4) Given the reactants [C:1]([O:5][C:6]([N:8]1[CH2:13][CH2:12][NH:11][CH2:10][CH2:9]1)=[O:7])([CH3:4])([CH3:3])[CH3:2].F[C:15]1[CH:22]=[CH:21][C:18]([CH:19]=[O:20])=[CH:17][CH:16]=1.C([O-])([O-])=O.[K+].[K+], predict the reaction product. The product is: [C:1]([O:5][C:6]([N:8]1[CH2:13][CH2:12][N:11]([C:15]2[CH:22]=[CH:21][C:18]([CH:19]=[O:20])=[CH:17][CH:16]=2)[CH2:10][CH2:9]1)=[O:7])([CH3:4])([CH3:2])[CH3:3]. (5) Given the reactants O[C@H:2]1[CH2:7][CH2:6][C@H:5]([C:8]([O:10][C:11]([CH3:14])([CH3:13])[CH3:12])=[O:9])[C@@H:4]([C:15]([O:17][CH3:18])=[O:16])[CH2:3]1.[CH:19]1([NH2:22])[CH2:21][CH2:20]1.[C:23](O)(=O)C.C([BH3-])#N.[Na+], predict the reaction product. The product is: [CH:19]1([NH:22][CH2:23][CH:2]2[CH2:7][CH2:6][C@H:5]([C:8]([O:10][C:11]([CH3:14])([CH3:13])[CH3:12])=[O:9])[C@@H:4]([C:15]([O:17][CH3:18])=[O:16])[CH2:3]2)[CH2:21][CH2:20]1.